Task: Predict which catalyst facilitates the given reaction.. Dataset: Catalyst prediction with 721,799 reactions and 888 catalyst types from USPTO (1) Product: [Cl:27][C:28]1[CH:33]=[CH:32][C:31]([C:2]2[CH:26]=[CH:25][C:5]3[NH:6][C:7]([C@@H:9]4[CH2:13][CH2:12][CH2:11][N:10]4[C:14](=[O:24])[C@@H:15]([NH:19][C:20](=[O:23])[O:21][CH3:22])[CH:16]([CH3:18])[CH3:17])=[N:8][C:4]=3[CH:3]=2)=[CH:30][CH:29]=1. Reactant: Br[C:2]1[CH:26]=[CH:25][C:5]2[NH:6][C:7]([C@@H:9]3[CH2:13][CH2:12][CH2:11][N:10]3[C:14](=[O:24])[C@@H:15]([NH:19][C:20](=[O:23])[O:21][CH3:22])[CH:16]([CH3:18])[CH3:17])=[N:8][C:4]=2[CH:3]=1.[Cl:27][C:28]1[CH:33]=[CH:32][C:31](B(O)O)=[CH:30][CH:29]=1.C(=O)([O-])[O-].[Na+].[Na+].O1CCOCC1. The catalyst class is: 518. (2) Reactant: [CH2:1]([O:3][C:4](=[O:17])[CH:5]([C:15]#[N:16])[C:6]1[CH:11]=[CH:10][C:9]([N+:12]([O-:14])=[O:13])=[CH:8][CH:7]=1)[CH3:2].[H-].[Na+].I[CH3:21]. Product: [CH2:1]([O:3][C:4](=[O:17])[C:5]([C:15]#[N:16])([CH3:21])[C:6]1[CH:7]=[CH:8][C:9]([N+:12]([O-:14])=[O:13])=[CH:10][CH:11]=1)[CH3:2]. The catalyst class is: 3. (3) Reactant: [CH2:1]([C:5]1[CH:10]=[CH:9][C:8]([CH2:11][CH2:12][CH2:13][OH:14])=[CH:7][CH:6]=1)[CH2:2][CH2:3][CH3:4].C(N(CC)CC)C.[CH3:22][S:23](Cl)(=[O:25])=[O:24]. Product: [CH3:22][S:23]([O:14][CH2:13][CH2:12][CH2:11][C:8]1[CH:7]=[CH:6][C:5]([CH2:1][CH2:2][CH2:3][CH3:4])=[CH:10][CH:9]=1)(=[O:25])=[O:24]. The catalyst class is: 13. (4) Reactant: [Br:1][C:2]1[CH:7]=[CH:6][C:5]([CH:8]([N:12]2[CH2:26][CH2:25][C:15]3([O:20][CH2:19][C:18](=[O:21])[N:17]([CH:22]4[CH2:24][CH2:23]4)[CH2:16]3)[CH2:14][CH2:13]2)[C:9](O)=[O:10])=[C:4]([F:27])[CH:3]=1.Cl.CN(C)CCCN=C=NCC.Cl.[CH3:41][O:42][NH2:43].N1C=CC=CC=1. Product: [Br:1][C:2]1[CH:7]=[CH:6][C:5]([CH:8]([N:12]2[CH2:26][CH2:25][C:15]3([O:20][CH2:19][C:18](=[O:21])[N:17]([CH:22]4[CH2:23][CH2:24]4)[CH2:16]3)[CH2:14][CH2:13]2)[C:9]([NH:43][O:42][CH3:41])=[O:10])=[C:4]([F:27])[CH:3]=1. The catalyst class is: 112. (5) Reactant: [Cl:1][C:2]1[CH:3]=[C:4]([CH3:29])[C:5]2[N:10]=[C:9]([C:11]3[N:15]([C:16]4[C:21]([Cl:22])=[CH:20][CH:19]=[CH:18][N:17]=4)[N:14]=[C:13]([C:23]([F:26])([F:25])[F:24])[CH:12]=3)[O:8][C:7](=[O:27])[C:6]=2[CH:28]=1.[CH3:30][NH2:31]. Product: [Cl:1][C:2]1[CH:28]=[C:6]([C:7]([NH:31][CH3:30])=[O:27])[C:5]([NH:10][C:9]([C:11]2[N:15]([C:16]3[C:21]([Cl:22])=[CH:20][CH:19]=[CH:18][N:17]=3)[N:14]=[C:13]([C:23]([F:26])([F:24])[F:25])[CH:12]=2)=[O:8])=[C:4]([CH3:29])[CH:3]=1. The catalyst class is: 7. (6) Reactant: [H-].[Na+].[NH:3]1[CH:7]=[C:6]([CH:8]=[O:9])[CH:5]=[N:4]1.Cl[CH2:11][C:12]1[C:13]([CH3:18])=[N:14][O:15][C:16]=1[CH3:17]. Product: [CH3:18][C:13]1[C:12]([CH2:11][N:3]2[CH:7]=[C:6]([CH:8]=[O:9])[CH:5]=[N:4]2)=[C:16]([CH3:17])[O:15][N:14]=1. The catalyst class is: 9.